From a dataset of Forward reaction prediction with 1.9M reactions from USPTO patents (1976-2016). Predict the product of the given reaction. Given the reactants [CH3:1][O:2][C:3](=[O:26])[CH2:4][C:5]1[C:14]([CH3:15])=[C:13](B2OC(C)(C)C(C)(C)O2)[C:12]2[C:7](=[CH:8][CH:9]=[C:10]([Cl:25])[CH:11]=2)[CH:6]=1.Br[C:28]1[CH:33]=[CH:32][C:31]([S:34][C:35]2[CH:40]=[CH:39][CH:38]=[CH:37][C:36]=2[Cl:41])=[CH:30][CH:29]=1.C(=O)(O)[O-].[Na+].O, predict the reaction product. The product is: [CH3:1][O:2][C:3](=[O:26])[CH2:4][C:5]1[C:14]([CH3:15])=[C:13]([C:28]2[CH:33]=[CH:32][C:31]([S:34][C:35]3[CH:40]=[CH:39][CH:38]=[CH:37][C:36]=3[Cl:41])=[CH:30][CH:29]=2)[C:12]2[C:7](=[CH:8][CH:9]=[C:10]([Cl:25])[CH:11]=2)[CH:6]=1.